Dataset: NCI-60 drug combinations with 297,098 pairs across 59 cell lines. Task: Regression. Given two drug SMILES strings and cell line genomic features, predict the synergy score measuring deviation from expected non-interaction effect. (1) Drug 2: CC1C(C(=O)NC(C(=O)N2CCCC2C(=O)N(CC(=O)N(C(C(=O)O1)C(C)C)C)C)C(C)C)NC(=O)C3=C4C(=C(C=C3)C)OC5=C(C(=O)C(=C(C5=N4)C(=O)NC6C(OC(=O)C(N(C(=O)CN(C(=O)C7CCCN7C(=O)C(NC6=O)C(C)C)C)C)C(C)C)C)N)C. Synergy scores: CSS=16.4, Synergy_ZIP=9.08, Synergy_Bliss=14.7, Synergy_Loewe=15.8, Synergy_HSA=15.4. Drug 1: CC(C1=C(C=CC(=C1Cl)F)Cl)OC2=C(N=CC(=C2)C3=CN(N=C3)C4CCNCC4)N. Cell line: SN12C. (2) Drug 1: C1=CC(=C2C(=C1NCCNCCO)C(=O)C3=C(C=CC(=C3C2=O)O)O)NCCNCCO. Drug 2: C1=NC2=C(N1)C(=S)N=C(N2)N. Cell line: BT-549. Synergy scores: CSS=39.2, Synergy_ZIP=-5.67, Synergy_Bliss=-2.19, Synergy_Loewe=-9.82, Synergy_HSA=2.41. (3) Drug 1: CS(=O)(=O)C1=CC(=C(C=C1)C(=O)NC2=CC(=C(C=C2)Cl)C3=CC=CC=N3)Cl. Drug 2: CC=C1C(=O)NC(C(=O)OC2CC(=O)NC(C(=O)NC(CSSCCC=C2)C(=O)N1)C(C)C)C(C)C. Cell line: SK-MEL-2. Synergy scores: CSS=60.6, Synergy_ZIP=-1.76, Synergy_Bliss=-8.91, Synergy_Loewe=-71.8, Synergy_HSA=-11.9. (4) Drug 1: CCCCC(=O)OCC(=O)C1(CC(C2=C(C1)C(=C3C(=C2O)C(=O)C4=C(C3=O)C=CC=C4OC)O)OC5CC(C(C(O5)C)O)NC(=O)C(F)(F)F)O. Drug 2: CC(C)(C#N)C1=CC(=CC(=C1)CN2C=NC=N2)C(C)(C)C#N. Cell line: NCI-H226. Synergy scores: CSS=51.3, Synergy_ZIP=-3.46, Synergy_Bliss=-1.90, Synergy_Loewe=-0.679, Synergy_HSA=-1.24. (5) Drug 1: C1CCC(CC1)NC(=O)N(CCCl)N=O. Drug 2: C1C(C(OC1N2C=C(C(=O)NC2=O)F)CO)O. Cell line: KM12. Synergy scores: CSS=11.8, Synergy_ZIP=-15.5, Synergy_Bliss=-37.4, Synergy_Loewe=-9.92, Synergy_HSA=-27.7.